From a dataset of Peptide-MHC class I binding affinity with 185,985 pairs from IEDB/IMGT. Regression. Given a peptide amino acid sequence and an MHC pseudo amino acid sequence, predict their binding affinity value. This is MHC class I binding data. (1) The peptide sequence is AIYVFCISL. The MHC is HLA-A02:02 with pseudo-sequence HLA-A02:02. The binding affinity (normalized) is 0.541. (2) The peptide sequence is SVEFDMSHL. The MHC is H-2-Kb with pseudo-sequence H-2-Kb. The binding affinity (normalized) is 0.0390. (3) The peptide sequence is SGVEEPGGYCL. The MHC is H-2-Db with pseudo-sequence H-2-Db. The binding affinity (normalized) is 0. (4) The peptide sequence is VQTVRTQVY. The MHC is HLA-A01:01 with pseudo-sequence HLA-A01:01. The binding affinity (normalized) is 0.0651. (5) The peptide sequence is RYFKYWDQTY. The MHC is HLA-A24:02 with pseudo-sequence HLA-A24:02. The binding affinity (normalized) is 0.566. (6) The peptide sequence is EVAQRAYR. The MHC is HLA-B07:02 with pseudo-sequence HLA-B07:02. The binding affinity (normalized) is 0.